Dataset: Reaction yield outcomes from USPTO patents with 853,638 reactions. Task: Predict the reaction yield, written as a fraction of the theoretical maximum amount of product (1.0 means a 100% yield; for example, 0.34 means a 34% yield). (1) The reactants are [CH2:1]([C:5]1[CH:10]=[CH:9][C:8]([C:11]#[C:12][C:13]2[CH:33]=[CH:32][C:16]([CH2:17][NH:18][CH2:19][C:20]3[CH:31]=[CH:30][C:23]([O:24][CH2:25][C:26]([O:28][CH3:29])=[O:27])=[CH:22][CH:21]=3)=[CH:15][CH:14]=2)=[CH:7][CH:6]=1)[CH2:2][CH2:3][CH3:4].[CH:34]([S:42](Cl)(=[O:44])=[O:43])=[CH:35][C:36]1[CH:41]=[CH:40][CH:39]=[CH:38][CH:37]=1.N1CCOCC1.C(O)C(N)(CO)CO. The catalyst is C(Cl)Cl. The product is [CH2:1]([C:5]1[CH:6]=[CH:7][C:8]([C:11]#[C:12][C:13]2[CH:14]=[CH:15][C:16]([CH2:17][N:18]([CH2:19][C:20]3[CH:21]=[CH:22][C:23]([O:24][CH2:25][C:26]([O:28][CH3:29])=[O:27])=[CH:30][CH:31]=3)[S:42](/[CH:34]=[CH:35]/[C:36]3[CH:41]=[CH:40][CH:39]=[CH:38][CH:37]=3)(=[O:44])=[O:43])=[CH:32][CH:33]=2)=[CH:9][CH:10]=1)[CH2:2][CH2:3][CH3:4]. The yield is 0.950. (2) The reactants are [CH3:1][C@:2]12[C@@:19]3([CH3:20])[C@@H:10]([C@:11]4([CH3:33])[C@@H:16]([CH2:17][CH2:18]3)[C:15]([CH3:22])([CH3:21])[C:14]([C:23]3[CH:32]=[CH:31][C:26]([C:27]([O:29][CH3:30])=[O:28])=[CH:25][CH:24]=3)=[CH:13][CH2:12]4)[CH2:9][CH2:8][C@@H:7]1[C@H:6]1[C@H:34]([C:37]([CH3:39])=[CH2:38])[CH2:35][CH2:36][C@:5]1([NH:40][CH2:41][CH2:42][N:43]1[CH2:48][CH2:47][NH:46][CH2:45][CH2:44]1)[CH2:4][CH2:3]2.CCN(C(C)C)C(C)C.[CH:58]1([S:61](Cl)(=[O:63])=[O:62])[CH2:60][CH2:59]1. The catalyst is ClCCl. The product is [CH:58]1([S:61]([N:46]2[CH2:45][CH2:44][N:43]([CH2:42][CH2:41][NH:40][C@:5]34[CH2:36][CH2:35][C@@H:34]([C:37]([CH3:39])=[CH2:38])[C@@H:6]3[C@@H:7]3[C@@:2]([CH3:1])([CH2:3][CH2:4]4)[C@@:19]4([CH3:20])[C@@H:10]([C@:11]5([CH3:33])[C@@H:16]([CH2:17][CH2:18]4)[C:15]([CH3:21])([CH3:22])[C:14]([C:23]4[CH:32]=[CH:31][C:26]([C:27]([O:29][CH3:30])=[O:28])=[CH:25][CH:24]=4)=[CH:13][CH2:12]5)[CH2:9][CH2:8]3)[CH2:48][CH2:47]2)(=[O:63])=[O:62])[CH2:60][CH2:59]1. The yield is 1.00.